From a dataset of Full USPTO retrosynthesis dataset with 1.9M reactions from patents (1976-2016). Predict the reactants needed to synthesize the given product. (1) The reactants are: [CH3:1][O:2][C:3]1[CH:4]=[C:5]([C:20](O)([CH3:22])[CH3:21])[C:6]2[O:10][C:9]([C:11]3[CH:16]=[CH:15][C:14]([O:17][CH3:18])=[CH:13][CH:12]=3)=[CH:8][C:7]=2[CH:19]=1. Given the product [C:20]([C:5]1[C:6]2[O:10][C:9]([C:11]3[CH:16]=[CH:15][C:14]([O:17][CH3:18])=[CH:13][CH:12]=3)=[CH:8][C:7]=2[CH:19]=[C:3]([O:2][CH3:1])[CH:4]=1)([CH3:22])=[CH2:21], predict the reactants needed to synthesize it. (2) The reactants are: Br[C:2]1[CH:3]=[C:4]2[C:9](=[CH:10][CH:11]=1)[N:8]=[CH:7][C:6]([C:12]([O:14][CH2:15][CH3:16])=[O:13])=[C:5]2[NH:17][C:18]1[CH:23]=[CH:22][C:21]([O:24][CH3:25])=[CH:20][CH:19]=1.[B-](F)(F)(F)F.CC([PH+](C(C)(C)C)C(C)(C)C)(C)C.CN.[N:46]12[CH2:56]CCN=C1CCCC[CH2:47]2.[O:57]1CCCC1. Given the product [CH3:25][O:24][C:21]1[CH:22]=[CH:23][C:18]([NH:17][C:5]2[C:4]3[C:9](=[CH:10][CH:11]=[C:2]([C:47](=[O:57])[NH:46][CH3:56])[CH:3]=3)[N:8]=[CH:7][C:6]=2[C:12]([O:14][CH2:15][CH3:16])=[O:13])=[CH:19][CH:20]=1, predict the reactants needed to synthesize it. (3) Given the product [CH3:9][O:8][C:7]1[CH:6]=[CH:5][C:4]([NH:10][C:11]2[C:12]3[CH:19]=[C:18]([C:20]4[CH2:21][CH2:22][N:23]([C:26]([O:28][C:29]([CH3:32])([CH3:31])[CH3:30])=[O:27])[CH2:24][CH:25]=4)[NH:17][C:13]=3[N:14]=[CH:15][N:16]=2)=[CH:3][C:2]=1[C:41]1[NH:40][CH:44]=[CH:43][CH:42]=1, predict the reactants needed to synthesize it. The reactants are: I[C:2]1[CH:3]=[C:4]([NH:10][C:11]2[C:12]3[CH:19]=[C:18]([C:20]4[CH2:21][CH2:22][N:23]([C:26]([O:28][C:29]([CH3:32])([CH3:31])[CH3:30])=[O:27])[CH2:24][CH:25]=4)[NH:17][C:13]=3[N:14]=[CH:15][N:16]=2)[CH:5]=[CH:6][C:7]=1[O:8][CH3:9].C([N:40]1[CH:44]=[CH:43][CH:42]=[C:41]1B(O)O)(OC(C)(C)C)=O.C(=O)([O-])[O-].[K+].[K+].C(Cl)Cl.[OH-].[Na+]. (4) Given the product [Cl:19][C:20]1[CH:25]=[CH:24][CH:23]=[C:22]([Cl:26])[C:21]=1[NH:27][C:28](=[O:29])[N:16]([C:14]1[CH:15]=[C:10]([NH:9][C:5]2[CH:6]=[CH:7][CH:8]=[C:3]([N:2]([CH3:1])[CH3:18])[CH:4]=2)[N:11]=[CH:12][N:13]=1)[CH3:17], predict the reactants needed to synthesize it. The reactants are: [CH3:1][N:2]([CH3:18])[C:3]1[CH:4]=[C:5]([NH:9][C:10]2[CH:15]=[C:14]([NH:16][CH3:17])[N:13]=[CH:12][N:11]=2)[CH:6]=[CH:7][CH:8]=1.[Cl:19][C:20]1[CH:25]=[CH:24][CH:23]=[C:22]([Cl:26])[C:21]=1[N:27]=[C:28]=[O:29]. (5) The reactants are: [CH:1]1([NH:9][C:10]([NH2:12])=[S:11])[CH2:8][CH2:7][CH2:6][CH2:5][CH2:4][CH2:3][CH2:2]1.Br[C:14]1([C:18](OCC)=[O:19])[CH2:17][CH2:16][CH2:15]1. Given the product [CH:1]1([NH:9][C:10]2[S:11][C:14]3([C:18](=[O:19])[N:12]=2)[CH2:17][CH2:16][CH2:15]3)[CH2:8][CH2:7][CH2:6][CH2:5][CH2:4][CH2:3][CH2:2]1, predict the reactants needed to synthesize it. (6) Given the product [CH3:18][O:17][C:7]1[CH:6]=[C:5]([NH:2][C:3]([NH2:1])=[S:4])[CH:10]=[CH:9][C:8]=1[C:11]1[O:15][N:14]=[C:13]([CH3:16])[N:12]=1, predict the reactants needed to synthesize it. The reactants are: [NH3:1].[N:2]([C:5]1[CH:10]=[CH:9][C:8]([C:11]2[O:15][N:14]=[C:13]([CH3:16])[N:12]=2)=[C:7]([O:17][CH3:18])[CH:6]=1)=[C:3]=[S:4]. (7) Given the product [NH2:12][C:13]1[O:14][CH2:15][C@@:16]2([N:32]=1)[C@@H:29]1[C@H:24]([CH2:25][CH2:26][C:27](=[O:30])[CH2:28]1)[O:23][C:22]1[C:17]2=[CH:18][C:19]([C:4]2[CH:5]=[C:6]([F:8])[CH:7]=[C:2]([Cl:1])[CH:3]=2)=[CH:20][CH:21]=1, predict the reactants needed to synthesize it. The reactants are: [Cl:1][C:2]1[CH:3]=[C:4](B(O)O)[CH:5]=[C:6]([F:8])[CH:7]=1.[NH2:12][C:13]1[O:14][CH2:15][C@@:16]2([N:32]=1)[C@@H:29]1[C@H:24]([CH2:25][CH2:26][C:27](=[O:30])[CH2:28]1)[O:23][C:22]1[C:17]2=[CH:18][C:19](Br)=[CH:20][CH:21]=1.